This data is from Full USPTO retrosynthesis dataset with 1.9M reactions from patents (1976-2016). The task is: Predict the reactants needed to synthesize the given product. Given the product [O:19]=[C:17]([N:21]1[CH2:26][CH2:25][CH2:23][CH2:22]1)[C@@H:9]([NH:8][C:1](=[O:2])[O:3][C:4]([CH3:5])([CH3:6])[CH3:7])[CH2:10][C:11]1[CH:12]=[CH:13][N:14]=[CH:15][CH:16]=1, predict the reactants needed to synthesize it. The reactants are: [C:1]([NH:8][C@H:9]([C:17]([OH:19])=O)[CH2:10][C:11]1[CH:16]=[CH:15][N:14]=[CH:13][CH:12]=1)([O:3][C:4]([CH3:7])([CH3:6])[CH3:5])=[O:2].C[N:21]1[CH2:26][CH2:25]O[CH2:23][CH2:22]1.ClC(OCC(C)C)=O.N1CCCC1.